Dataset: Drug-target binding data from BindingDB using IC50 measurements. Task: Regression. Given a target protein amino acid sequence and a drug SMILES string, predict the binding affinity score between them. We predict pIC50 (pIC50 = -log10(IC50 in M); higher means more potent). Dataset: bindingdb_ic50. (1) The compound is N=C(N)NCCCNCCCN. The target protein (Q6AY53) has sequence MEGTPSGAAPSSALAAVLKHSSALPPESAQVQGYDFNRGVDYHALLEAYGTTGFQATNFGRAVQQVNAMIEKKLEPLAVDEDHHEDLTQSRRPLTGCTIFLGYTSNLISSGIRETIRYLVQHNMVDVLVTTAGGVEEDLIKCLAPTYLGEFSLRGKELRENGINRIGNLLVPNDNYCKFEDWLMPILDQMVQEQNTEGVKWTPSKMISRLGKEINNPESVYYWAHKNHIPVLSPALTDGSLGDMIFFHSYKNPGLVLDIVEDLRLINMQAIFAKRTGMIILGGGVVKHHIANANLMRNGADYAVYINTAQEFDGSDSGARPDEAVSWGKIRMDAQPVKVYADASLVFPLLVAETFAQKADAFRAEKNED. The pIC50 is 5.9. (2) The small molecule is CN1CCN(CCCN2c3ccccc3Sc3ccc(Cl)cc32)CC1. The target protein (P33302) has sequence MPEAKLNNNVNDVTSYSSASSSTENAADLHNYNGFDEHTEARIQKLARTLTAQSMQNSTQSAPNKSDAQSIFSSGVEGVNPIFSDPEAPGYDPKLDPNSENFSSAAWVKNMAHLSAADPDFYKPYSLGCAWKNLSASGASADVAYQSTVVNIPYKILKSGLRKFQRSKETNTFQILKPMDGCLNPGELLVVLGRPGSGCTTLLKSISSNTHGFDLGADTKISYSGYSGDDIKKHFRGEVVYNAEADVHLPHLTVFETLVTVARLKTPQNRIKGVDRESYANHLAEVAMATYGLSHTRNTKVGNDIVRGVSGGERKRVSIAEVSICGSKFQCWDNATRGLDSATALEFIRALKTQADISNTSATVAIYQCSQDAYDLFNKVCVLDDGYQIYYGPADKAKKYFEDMGYVCPSRQTTADFLTSVTSPSERTLNKDMLKKGIHIPQTPKEMNDYWVKSPNYKELMKEVDQRLLNDDEASREAIKEAHIAKQSKRARPSSPYTVS.... The pIC50 is 5.8. (3) The compound is N#Cc1cccc2c(O[C@H]3CC[C@H](NC(=O)c4ccc(F)c(F)c4)CC3)ccnc12. The target protein sequence is MEVQLGLGRVYPRPPSKTYRGAFQNLFQSVREVIQNPGPRHPEAASAAPPGASLLLLQQQQQQQQQQQQQQQQQQQQQETSPRQQQQQQGEDGSPQAHRRGPTGYLVLDEEQQPSQPQSALECHPERGCVPEPGAAVAASKGLPQQLPAPPDEDDSAAPSTLSLLGPTFPGLSSCSADLKDILSEASTMQLLQQQQQEAVSEGSSSGRAREASGAPTSSKDNYLGGTSTISDNAKELCKAVSVSMGLGVEALEHLSPGEQLRGDCMYAPLLGVPPAVRPTPCAPLAECKGSLLDDSAGKSTEDTAEYSPFKGGYTKGLEGESLGCSGSAAAGSSGTLELPSTLSLYKSGALDEAAAYQSRDYYNFPLALAGPPPPPPPPHPHARIKLENPLDYGSAWAAAAAQCRYGDLASLHGAGAAGPGSGSPSAAASSSWHTLFTAEEGQLYGPCGGGGGGGGGGGGGGGGGGGGGGGGEAGAVAPYGYTRPPQGLAGQESDFTAPD.... The pIC50 is 7.8. (4) The small molecule is O=C(Nc1cccc(Nc2ccc3c(c2)NC(=O)/C3=C\c2ccc[nH]2)c1)Nc1cccc(C(F)(F)F)c1. The target protein (P16056) has sequence MKAPTVLAPGILVLLLSLVQRSHGECKEALVKSEMNVNMKYQLPNFTAETPIQNVVLHGHHIYLGATNYIYVLNDKDLQKVSEFKTGPVLEHPDCLPCRDCSSKANSSGGVWKDNINMALLVDTYYDDQLISCGSVNRGTCQRHVLPPDNSADIQSEVHCMFSPEEESGQCPDCVVSALGAKVLLSEKDRFINFFVGNTINSSYPPGYSLHSISVRRLKETQDGFKFLTDQSYIDVLPEFLDSYPIKYIHAFESNHFIYFLTVQKETLDAQTFHTRIIRFCSVDSGLHSYMEMPLECILTEKRRKRSTREEVFNILQAAYVSKPGANLAKQIGASPSDDILFGVFAQSKPDSAEPVNRSAVCAFPIKYVNDFFNKIVNKNNVRCLQHFYGPNHEHCFNRTLLRNSSGCEARSDEYRTEFTTALQRVDLFMGRLNQVLLTSISTFIKGDLTIANLGTSEGRFMQVVLSRTAHLTPHVNFLLDSHPVSPEVIVEHPSNQNGY.... The pIC50 is 5.8.